This data is from Catalyst prediction with 721,799 reactions and 888 catalyst types from USPTO. The task is: Predict which catalyst facilitates the given reaction. (1) Reactant: N[C:2]1[CH:10]=[CH:9][CH:8]=[C:7]2[C:3]=1CO[C:6]2=O.C1([C:15](N2CCN(C(C3C=CC(C=O)=CC=3)=O)CC2)=[O:16])CC1.[O-]S([O-])(=O)=O.[Mg+2].[CH:39]1([C:42]([N:44]2[CH2:49][CH2:48][N:47]([C:50]([C:52]3[CH:69]=[CH:68][C:55](/[CH:56]=[N:57]/[C:58]4[CH:66]=[CH:65][CH:64]=[C:63]5[C:59]=4[CH2:60][O:61][C:62]5=[O:67])=[CH:54][CH:53]=3)=[O:51])[CH2:46][CH2:45]2)=[O:43])[CH2:41][CH2:40]1.C(=O)C1C=CC=CC=1.C[O-].[Na+].C(OCC)(=O)CC. Product: [CH:39]1([C:42]([N:44]2[CH2:49][CH2:48][N:47]([C:50]([C:52]3[CH:69]=[CH:68][C:55]([CH:56]4[CH:6]([C:7]5[CH:8]=[CH:9][CH:10]=[CH:2][CH:3]=5)[C:60](=[O:61])[C:59]5[C:63]([C:62]([O:16][CH3:15])=[O:67])=[CH:64][CH:65]=[CH:66][C:58]=5[NH:57]4)=[CH:54][CH:53]=3)=[O:51])[CH2:46][CH2:45]2)=[O:43])[CH2:41][CH2:40]1. The catalyst class is: 4. (2) Reactant: [CH:1]1([NH:7][C:8]2[N:13]=[CH:12][N:11]=[C:10]([C:14]([OH:16])=O)[CH:9]=2)[CH2:6][CH2:5][CH2:4][CH2:3][CH2:2]1.[NH2:17][C:18]1[CH:23]=[CH:22][C:21]([OH:24])=[C:20]([Cl:25])[CH:19]=1. Product: [Cl:25][C:20]1[CH:19]=[C:18]([NH:17][C:14]([C:10]2[CH:9]=[C:8]([NH:7][CH:1]3[CH2:2][CH2:3][CH2:4][CH2:5][CH2:6]3)[N:13]=[CH:12][N:11]=2)=[O:16])[CH:23]=[CH:22][C:21]=1[OH:24]. The catalyst class is: 4. (3) Reactant: [F:1][C:2]1[CH:3]=[C:4]([C:9](=O)[CH2:10][C:11]2[CH:16]=[CH:15][CH:14]=[CH:13][CH:12]=2)[CH:5]=[CH:6][C:7]=1[F:8].[CH2:18]([O:20][C:21]1[CH:22]=[C:23]([CH:26]=[C:27]([N+:30]([O-:32])=[O:31])[C:28]=1[OH:29])[CH:24]=O)[CH3:19].[NH2:33][C:34]([NH2:36])=[O:35].Cl. Product: [F:1][C:2]1[CH:3]=[C:4]([C:9]2[NH:36][C:34](=[O:35])[NH:33][CH:24]([C:23]3[CH:26]=[C:27]([N+:30]([O-:32])=[O:31])[C:28]([OH:29])=[C:21]([O:20][CH2:18][CH3:19])[CH:22]=3)[C:10]=2[C:11]2[CH:16]=[CH:15][CH:14]=[CH:13][CH:12]=2)[CH:5]=[CH:6][C:7]=1[F:8]. The catalyst class is: 8. (4) Reactant: Br[C:2]1[CH:7]=[CH:6][C:5]([C:8]([F:11])([F:10])[F:9])=[CH:4][C:3]=1[CH2:12][CH2:13][CH3:14].C([Li])CCC.[BH:20]([OH:22])[OH:21].CC(O[CH2:27][C:28]([C:31](O)([CH3:33])[CH3:32])([CH3:30])O)C.O. Product: [CH2:12]([C:3]1[CH:4]=[C:5]([C:8]([F:11])([F:10])[F:9])[CH:6]=[CH:7][C:2]=1[B:20]1[O:22][C:31]([CH3:33])([CH3:32])[C:28]([CH3:30])([CH3:27])[O:21]1)[CH2:13][CH3:14]. The catalyst class is: 1. (5) Reactant: [N:1]1[CH:6]=[CH:5][CH:4]=[C:3]([CH2:7][CH2:8][C:9]2[C:18]3[C:13](=[CH:14][CH:15]=[CH:16][CH:17]=3)[C:12](=O)[NH:11][N:10]=2)[CH:2]=1.P(Cl)(Cl)([Cl:22])=O.Cl. Product: [Cl:22][C:12]1[C:13]2[C:18](=[CH:17][CH:16]=[CH:15][CH:14]=2)[C:9]([CH2:8][CH2:7][C:3]2[CH:2]=[N:1][CH:6]=[CH:5][CH:4]=2)=[N:10][N:11]=1. The catalyst class is: 880. (6) Reactant: [CH3:1][C:2]1[S:3][CH:4]=[C:5]([C:7]([O:9]CC)=[O:8])[N:6]=1.[OH-].[Na+]. Product: [CH3:1][C:2]1[S:3][CH:4]=[C:5]([C:7]([OH:9])=[O:8])[N:6]=1. The catalyst class is: 5. (7) Reactant: [Cl:1][C:2]1[CH:3]=[C:4]([CH2:10][NH:11][CH:12]2[CH2:17][CH2:16][N:15]([CH2:18][CH2:19][N:20]3[C:29]4[C:24](=[N:25][CH:26]=[C:27]([F:30])[CH:28]=4)[CH:23]=[CH:22][C:21]3=[O:31])[CH2:14][CH2:13]2)[CH:5]=[N:6][C:7]=1[CH2:8][OH:9].Cl. Product: [ClH:1].[Cl:1][C:2]1[CH:3]=[C:4]([CH2:10][NH:11][CH:12]2[CH2:13][CH2:14][N:15]([CH2:18][CH2:19][N:20]3[C:29]4[C:24](=[N:25][CH:26]=[C:27]([F:30])[CH:28]=4)[CH:23]=[CH:22][C:21]3=[O:31])[CH2:16][CH2:17]2)[CH:5]=[N:6][C:7]=1[CH2:8][OH:9]. The catalyst class is: 4. (8) Reactant: [S:1](Cl)(Cl)=[O:2].[OH:5][C@@H:6]([CH3:17])[CH2:7][CH2:8][NH:9][C:10](=[O:16])[O:11][C:12]([CH3:15])([CH3:14])[CH3:13].N1C=CC=CC=1.CCOC(C)=O. Product: [CH3:17][C@@H:6]1[O:5][S:1](=[O:2])[N:9]([C:10]([O:11][C:12]([CH3:13])([CH3:15])[CH3:14])=[O:16])[CH2:8][CH2:7]1. The catalyst class is: 599.